This data is from Full USPTO retrosynthesis dataset with 1.9M reactions from patents (1976-2016). The task is: Predict the reactants needed to synthesize the given product. (1) Given the product [F:29][C:2]1([F:1])[CH2:7][CH2:6][N:5]([C:8]([C:10]2[N:11]([C:36]3[CH:35]=[CH:34][C:33]([O:32][C:31]([F:30])([F:42])[F:43])=[CH:38][CH:37]=3)[C:12]3[C:17]([CH:18]=2)=[CH:16][C:15]([O:19][CH:20]2[CH2:25][CH2:24][N:23]([CH:26]([CH3:27])[CH3:28])[CH2:22][CH2:21]2)=[CH:14][CH:13]=3)=[O:9])[CH2:4][CH2:3]1, predict the reactants needed to synthesize it. The reactants are: [F:1][C:2]1([F:29])[CH2:7][CH2:6][N:5]([C:8]([C:10]2[NH:11][C:12]3[C:17]([CH:18]=2)=[CH:16][C:15]([O:19][CH:20]2[CH2:25][CH2:24][N:23]([CH:26]([CH3:28])[CH3:27])[CH2:22][CH2:21]2)=[CH:14][CH:13]=3)=[O:9])[CH2:4][CH2:3]1.[F:30][C:31]([F:43])([F:42])[O:32][C:33]1[CH:38]=[CH:37][C:36](B(O)O)=[CH:35][CH:34]=1. (2) Given the product [F:1][C:2]1[CH:3]=[CH:4][C:5]([C:6]([NH:8][C@H:9]2[C:17]3[C:12](=[CH:13][CH:14]=[C:15]([N:18]4[CH2:19][CH2:20][N:21]([CH:24]5[CH2:27][O:26][CH2:25]5)[CH2:22][CH2:23]4)[CH:16]=3)[CH2:11][C@@H:10]2[O:28][C:44](=[O:45])[NH:43][CH3:42])=[O:7])=[CH:29][CH:30]=1, predict the reactants needed to synthesize it. The reactants are: [F:1][C:2]1[CH:30]=[CH:29][C:5]([C:6]([NH:8][C@H:9]2[C:17]3[C:12](=[CH:13][CH:14]=[C:15]([N:18]4[CH2:23][CH2:22][N:21]([CH:24]5[CH2:27][O:26][CH2:25]5)[CH2:20][CH2:19]4)[CH:16]=3)[CH2:11][C@@H:10]2[OH:28])=[O:7])=[CH:4][CH:3]=1.N1(C2C=CN=CC=2)CCCC1.[CH3:42][N:43]=[C:44]=[O:45]. (3) Given the product [Cl:1][C:2]1[CH:7]=[C:6]([NH:8][CH2:26][C@@H:27]2[O:32][CH2:31][CH2:30][N:29]([C:33]([O:35][C:36]([CH3:37])([CH3:39])[CH3:38])=[O:34])[CH2:28]2)[C:5]([C:9]([F:10])([F:11])[F:12])=[CH:4][N:3]=1, predict the reactants needed to synthesize it. The reactants are: [Cl:1][C:2]1[CH:7]=[C:6]([NH2:8])[C:5]([C:9]([F:12])([F:11])[F:10])=[CH:4][N:3]=1.[H-].[Na+].S(O[CH2:26][C@@H:27]1[O:32][CH2:31][CH2:30][N:29]([C:33]([O:35][C:36]([CH3:39])([CH3:38])[CH3:37])=[O:34])[CH2:28]1)(C1C=CC(C)=CC=1)(=O)=O.C(=O)([O-])O.[Na+]. (4) Given the product [NH2:1][C:2]1[C:3]([C:14]([NH:16][C:17]2[C:18]([N:27]3[CH2:32][CH2:31][CH2:30][C@H:29]([NH2:33])[CH2:28]3)=[C:19]3[CH2:25][CH2:24][CH:23]([OH:26])[C:20]3=[N:21][CH:22]=2)=[O:15])=[N:4][C:5]2[C:10]([CH:11]=1)=[CH:9][CH:8]=[C:7]([CH2:12][CH3:13])[CH:6]=2, predict the reactants needed to synthesize it. The reactants are: [NH2:1][C:2]1[C:3]([C:14]([NH:16][C:17]2[C:18]([N:27]3[CH2:32][CH2:31][CH2:30][C@H:29]([NH2:33])[CH2:28]3)=[C:19]3[CH2:25][CH2:24][C@@H:23]([OH:26])[C:20]3=[N:21][CH:22]=2)=[O:15])=[N:4][C:5]2[C:10]([CH:11]=1)=[CH:9][CH:8]=[C:7]([CH2:12][CH3:13])[CH:6]=2.NC1C(C(NC2C(N3CCC[C@H](N)C3)=C3CC[C@H](O)C3=NC=2)=O)=NC2C(C=1)=CC=C(CC)C=2. (5) Given the product [CH2:1]([N:8]1[C:9]2[CH:14]=[CH:13][C:12]([Br:15])=[CH:11][C:10]=2[N:16]=[C:19]1[C:20]1[CH:25]=[CH:24][CH:23]=[CH:22][CH:21]=1)[C:2]1[CH:3]=[CH:4][CH:5]=[CH:6][CH:7]=1, predict the reactants needed to synthesize it. The reactants are: [CH2:1]([NH:8][C:9]1[C:10]([NH2:16])=[CH:11][C:12]([Br:15])=[CH:13][CH:14]=1)[C:2]1[CH:7]=[CH:6][CH:5]=[CH:4][CH:3]=1.CO[C:19](OC)(OC)[C:20]1[CH:25]=[CH:24][CH:23]=[CH:22][CH:21]=1. (6) Given the product [O:25]=[C:8]1[CH2:7][C:6]2([CH2:5][CH:4]=[O:3])[CH2:17][N:16]([C:18]([O:20][C:21]([CH3:22])([CH3:23])[CH3:24])=[O:19])[C:14]3[C:15]2=[C:10]([CH:11]=[CH:12][CH:13]=3)[NH:9]1, predict the reactants needed to synthesize it. The reactants are: C([O:3][C:4](=O)[CH2:5][C:6]12[CH2:17][N:16]([C:18]([O:20][C:21]([CH3:24])([CH3:23])[CH3:22])=[O:19])[C:14]3[C:15]1=[C:10]([CH:11]=[CH:12][CH:13]=3)[NH:9][C:8](=[O:25])[CH2:7]2)C.CC(C[AlH]CC(C)C)C.